Predict which catalyst facilitates the given reaction. From a dataset of Catalyst prediction with 721,799 reactions and 888 catalyst types from USPTO. (1) Reactant: Cl.[CH3:2][C:3]1[C:4]([NH2:18])=[CH:5][C:6]2[N:7]([N:9]=[C:10]([C:12]3[CH:17]=[CH:16][CH:15]=[CH:14][CH:13]=3)[N:11]=2)[CH:8]=1.C(N(CC)CC)C.C[Al](C)C.[N:30]1([C:34]([C:36]2[CH:37]=[N:38][N:39]([CH3:46])[C:40]=2[C:41](OCC)=[O:42])=[O:35])[CH2:33][CH2:32][CH2:31]1.C(N(C(C)C)C(C)C)C. Product: [N:30]1([C:34]([C:36]2[CH:37]=[N:38][N:39]([CH3:46])[C:40]=2[C:41]([NH:18][C:4]2[C:3]([CH3:2])=[CH:8][N:7]3[N:9]=[C:10]([C:12]4[CH:17]=[CH:16][CH:15]=[CH:14][CH:13]=4)[N:11]=[C:6]3[CH:5]=2)=[O:42])=[O:35])[CH2:31][CH2:32][CH2:33]1. The catalyst class is: 12. (2) Reactant: [H-].[Na+].[CH3:3][O:4][C:5]1[CH:10]=[CH:9][C:8]([NH2:11])=[CH:7][CH:6]=1.[Cl:12][C:13]1[CH:18]=[CH:17][CH:16]=[C:15](Cl)[C:14]=1[N+:20]([O-:22])=[O:21].Cl. Product: [Cl:12][C:13]1[C:14]([N+:20]([O-:22])=[O:21])=[C:15]([CH:16]=[CH:17][CH:18]=1)[NH:11][C:8]1[CH:9]=[CH:10][C:5]([O:4][CH3:3])=[CH:6][CH:7]=1. The catalyst class is: 20. (3) Reactant: [NH2:1][CH2:2][CH:3]1[CH2:8][CH2:7][CH:6]([CH2:9][NH:10][C:11]2[N:19]=[CH:18][N:17]=[C:16]3[C:12]=2[N:13]=[C:14]([C:27]2[CH:32]=[CH:31][CH:30]=[CH:29][C:28]=2[Cl:33])[N:15]3[C:20]2[CH:25]=[CH:24][C:23]([Cl:26])=[CH:22][CH:21]=2)[CH2:5][CH2:4]1.[S:34](N)([NH2:37])(=[O:36])=[O:35]. Product: [Cl:33][C:28]1[CH:29]=[CH:30][CH:31]=[CH:32][C:27]=1[C:14]1[N:15]([C:20]2[CH:21]=[CH:22][C:23]([Cl:26])=[CH:24][CH:25]=2)[C:16]2[C:12]([N:13]=1)=[C:11]([NH:10][CH2:9][CH:6]1[CH2:7][CH2:8][CH:3]([CH2:2][NH:1][NH:37][SH:34](=[O:36])=[O:35])[CH2:4][CH2:5]1)[N:19]=[CH:18][N:17]=2. The catalyst class is: 12. (4) Reactant: [C:1]([O:5][C:6]([NH:8][C@H:9]1[C@@H:13]([CH2:14][F:15])[CH2:12][N:11]([C:16]2[C:24]([F:25])=[CH:23][C:19]([C:20](O)=[O:21])=[C:18]([F:26])[C:17]=2[CH3:27])[CH2:10]1)=[O:7])([CH3:4])([CH3:3])[CH3:2].[C:28]([O:34][CH2:35][CH3:36])(=[O:33])[CH2:29]C([O-])=O.C1(C)C=CC=CC=1.C(O)(=O)CC(CC(O)=O)(C(O)=O)O. Product: [C:1]([O:5][C:6]([NH:8][C@H:9]1[C@@H:13]([CH2:14][F:15])[CH2:12][N:11]([C:16]2[C:24]([F:25])=[CH:23][C:19]([C:20]([CH2:29][C:28]([O:34][CH2:35][CH3:36])=[O:33])=[O:21])=[C:18]([F:26])[C:17]=2[CH3:27])[CH2:10]1)=[O:7])([CH3:2])([CH3:3])[CH3:4]. The catalyst class is: 7. (5) Reactant: [NH2:1][C:2]1[CH:7]=[CH:6][C:5]([NH:8][C:9]2[CH:18]=[CH:17][C:16]([CH:19]3[CH2:21][CH2:20]3)=[CH:15][C:10]=2[C:11]([O:13][CH3:14])=[O:12])=[CH:4][C:3]=1[CH2:22][C:23]([O:25][C:26]([CH3:29])([CH3:28])[CH3:27])=[O:24].C(=O)([O-])[O-].[K+].[K+].Br[CH2:37][CH:38]1[CH2:40][CH2:39]1. Product: [C:26]([O:25][C:23](=[O:24])[CH2:22][C:3]1[CH:4]=[C:5]([NH:8][C:9]2[CH:18]=[CH:17][C:16]([CH:19]3[CH2:21][CH2:20]3)=[CH:15][C:10]=2[C:11]([O:13][CH3:14])=[O:12])[CH:6]=[CH:7][C:2]=1[NH:1][CH2:37][CH:38]1[CH2:40][CH2:39]1)([CH3:29])([CH3:28])[CH3:27]. The catalyst class is: 9. (6) The catalyst class is: 3. Product: [C:22]([S:21][C:18]1[CH:19]=[C:20]2[C:15](=[CH:16][C:17]=1[O:26][CH:34]([CH3:36])[CH3:35])[N:14]=[CH:13][N:12]=[C:11]2[NH:10][C:8]1[CH:7]=[CH:6][C:5]2[S:1][CH:2]=[N:3][C:4]=2[CH:9]=1)([CH3:23])([CH3:25])[CH3:24]. Reactant: [S:1]1[C:5]2[CH:6]=[CH:7][C:8]([NH:10][C:11]3[C:20]4[C:15](=[CH:16][C:17]([OH:26])=[C:18]([S:21][C:22]([CH3:25])([CH3:24])[CH3:23])[CH:19]=4)[N:14]=[CH:13][N:12]=3)=[CH:9][C:4]=2[N:3]=[CH:2]1.C([O-])([O-])=O.[Cs+].[Cs+].I[CH:34]([CH3:36])[CH3:35]. (7) Reactant: C(OC([N:8]1[CH2:12][CH2:11][CH2:10][C@@H:9]1[CH2:13][O:14][C:15]1[CH:20]=[CH:19][C:18]([CH2:21][C:22]2[S:23][C:24]3[CH:30]=[CH:29][CH:28]=[CH:27][C:25]=3[N:26]=2)=[CH:17][CH:16]=1)=O)(C)(C)C.[ClH:31].CCOCC. Product: [ClH:31].[NH:8]1[CH2:12][CH2:11][CH2:10][C@@H:9]1[CH2:13][O:14][C:15]1[CH:20]=[CH:19][C:18]([CH2:21][C:22]2[S:23][C:24]3[CH:30]=[CH:29][CH:28]=[CH:27][C:25]=3[N:26]=2)=[CH:17][CH:16]=1. The catalyst class is: 12. (8) Reactant: [N:1]1([CH2:31][CH2:32][C:33]([OH:35])=[O:34])[CH2:6][CH2:5][CH:4]([CH2:7][CH2:8][CH2:9][CH:10]2[CH2:15][CH2:14][N:13]([CH2:16][CH2:17][C:18]([OH:20])=[O:19])[CH:12]([CH2:21][CH2:22][C:23]([OH:25])=[O:24])[CH2:11]2)[CH2:3][CH:2]1[CH2:26][CH2:27][C:28]([OH:30])=[O:29].C([C:43](C(OC(C)(C)C)=O)([CH2:46][NH2:47])[CH2:44][NH2:45])(OC(C)(C)C)=O.Cl. Product: [N:1]1([CH2:31][CH2:32][C:33]([OH:35])=[O:34])[CH2:6][CH2:5][CH:4]([CH2:7][CH2:8][CH2:9][CH:10]2[CH2:15][CH2:14][N:13]([CH2:16][CH2:17][C:18]([OH:20])=[O:19])[CH:12]([CH2:21][CH2:22][C:23]([OH:25])=[O:24])[CH2:11]2)[CH2:3][CH:2]1[CH2:26][CH2:27][C:28]([OH:30])=[O:29].[NH2:45][CH2:44][CH2:43][CH2:46][NH2:47]. The catalyst class is: 5.